From a dataset of Full USPTO retrosynthesis dataset with 1.9M reactions from patents (1976-2016). Predict the reactants needed to synthesize the given product. (1) Given the product [CH3:21][N:20]([CH3:22])[C:16]([CH3:17])=[CH:10][C:9]([C:6]1[CH:5]=[CH:4][C:3]([C:2]([F:12])([F:13])[F:1])=[CH:8][CH:7]=1)=[O:11], predict the reactants needed to synthesize it. The reactants are: [F:1][C:2]([F:13])([F:12])[C:3]1[CH:8]=[CH:7][C:6]([C:9](=[O:11])[CH3:10])=[CH:5][CH:4]=1.CO[C:16]([N:20]([CH3:22])[CH3:21])(OC)[CH3:17]. (2) Given the product [C:1]([N:4]([CH2:18][C:19]1[CH:24]=[CH:23][CH:22]=[CH:21][C:20]=1[C:25]([N:33]([CH3:42])[CH3:32])=[O:27])[C:5]1[CH:10]=[CH:9][CH:8]=[CH:7][C:6]=1[O:11][C:12]1[CH:17]=[CH:16][CH:15]=[CH:14][CH:13]=1)(=[O:3])[CH3:2], predict the reactants needed to synthesize it. The reactants are: [C:1]([N:4]([CH2:18][C:19]1[CH:24]=[CH:23][CH:22]=[CH:21][C:20]=1[C:25]([OH:27])=O)[C:5]1[CH:10]=[CH:9][CH:8]=[CH:7][C:6]=1[O:11][C:12]1[CH:17]=[CH:16][CH:15]=[CH:14][CH:13]=1)(=[O:3])[CH3:2].S(Cl)(Cl)=O.[CH3:32][N:33]([CH3:42])P(N(C)C)(N(C)C)=O. (3) Given the product [F:31][C:2]([F:30])([F:1])[C:3]1[CH:4]=[C:5]([NH:13][C:14]([NH:37][C@@H:33]([CH3:32])[CH:34]([CH3:36])[CH3:35])=[C:15]([S:18]([C:21]2[CH:26]=[CH:25][C:24]([Cl:27])=[CH:23][CH:22]=2)(=[O:19])=[O:20])[C:16]#[N:17])[CH:6]=[C:7]([C:9]([F:12])([F:11])[F:10])[CH:8]=1, predict the reactants needed to synthesize it. The reactants are: [F:1][C:2]([F:31])([F:30])[C:3]1[CH:4]=[C:5]([NH:13][C:14](SC)=[C:15]([S:18]([C:21]2[CH:26]=[CH:25][C:24]([Cl:27])=[CH:23][CH:22]=2)(=[O:20])=[O:19])[C:16]#[N:17])[CH:6]=[C:7]([C:9]([F:12])([F:11])[F:10])[CH:8]=1.[CH3:32][C@H:33]([NH2:37])[CH:34]([CH3:36])[CH3:35]. (4) Given the product [CH3:1][O:2][CH:3]([O:15][CH3:16])[C:4]1[CH:9]=[CH:8][C:7]([CH2:10][CH3:11])=[C:6]([CH:5]=1)[NH2:12], predict the reactants needed to synthesize it. The reactants are: [CH3:1][O:2][CH:3]([O:15][CH3:16])[C:4]1[CH:9]=[CH:8][C:7]([CH2:10][CH3:11])=[C:6]([N+:12]([O-])=O)[CH:5]=1. (5) Given the product [CH2:1]([O:8][C:9](=[O:24])[NH:10][C:11]1[CH:12]=[C:13]2[C:17](=[CH:18][CH:19]=1)[CH2:16][C:15]1([C:20](=[O:21])[NH:22][C:27]([C:32]3[CH:37]=[CH:36][CH:35]=[CH:34][CH:33]=3)=[N:23]1)[CH2:14]2)[C:2]1[CH:7]=[CH:6][CH:5]=[CH:4][CH:3]=1, predict the reactants needed to synthesize it. The reactants are: [CH2:1]([O:8][C:9](=[O:24])[NH:10][C:11]1[CH:12]=[C:13]2[C:17](=[CH:18][CH:19]=1)[CH2:16][C:15]([NH2:23])([C:20]([NH2:22])=[O:21])[CH2:14]2)[C:2]1[CH:7]=[CH:6][CH:5]=[CH:4][CH:3]=1.CO[C:27]([C:32]1[CH:37]=[CH:36][CH:35]=[CH:34][CH:33]=1)(OC)OC. (6) The reactants are: Cl[C:2]1[CH:3]=[C:4]([CH:11]=[CH:12][N:13]=1)[C:5]([NH:7][CH:8]([CH3:10])[CH3:9])=[O:6].[CH3:14][O-:15].[Na+]. Given the product [CH:8]([NH:7][C:5](=[O:6])[C:4]1[CH:11]=[CH:12][N:13]=[C:2]([O:15][CH3:14])[CH:3]=1)([CH3:10])[CH3:9], predict the reactants needed to synthesize it.